Task: Predict the reactants needed to synthesize the given product.. Dataset: Full USPTO retrosynthesis dataset with 1.9M reactions from patents (1976-2016) (1) Given the product [NH2:1][C:2]1[N:10]=[C:9]([O:11][CH2:12][CH2:13][CH2:14][CH3:15])[N:8]=[C:7]2[C:3]=1[NH:4][C:5](=[O:29])[N:6]2[CH2:16][CH2:17][CH2:18][N:19]([CH2:38][C:37]1[CH:36]=[CH:35][C:34]([S:31]([CH3:30])(=[O:33])=[O:32])=[CH:41][CH:40]=1)[CH2:20][CH2:21][CH2:22][N:23]1[CH2:24][CH2:25][O:26][CH2:27][CH2:28]1, predict the reactants needed to synthesize it. The reactants are: [NH2:1][C:2]1[N:10]=[C:9]([O:11][CH2:12][CH2:13][CH2:14][CH3:15])[N:8]=[C:7]2[C:3]=1[NH:4][C:5](=[O:29])[N:6]2[CH2:16][CH2:17][CH2:18][NH:19][CH2:20][CH2:21][CH2:22][N:23]1[CH2:28][CH2:27][O:26][CH2:25][CH2:24]1.[CH3:30][S:31]([C:34]1[CH:41]=[CH:40][C:37]([CH2:38]Br)=[CH:36][CH:35]=1)(=[O:33])=[O:32].C(=O)([O-])[O-].[K+].[K+]. (2) Given the product [BrH:40].[C:1]1([CH3:39])[CH:6]=[CH:5][C:4]([S:7]([N:10]2[CH2:18][CH2:17][NH:16][CH2:15][CH2:14][N:13]([S:29]([C:32]3[CH:37]=[CH:36][C:35]([CH3:38])=[CH:34][CH:33]=3)(=[O:30])=[O:31])[CH2:12][CH2:11]2)(=[O:9])=[O:8])=[CH:3][CH:2]=1, predict the reactants needed to synthesize it. The reactants are: [C:1]1([CH3:39])[CH:6]=[CH:5][C:4]([S:7]([N:10]2[CH2:18][CH2:17][N:16](S(C3C=CC(C)=CC=3)(=O)=O)[CH2:15][CH2:14][N:13]([S:29]([C:32]3[CH:37]=[CH:36][C:35]([CH3:38])=[CH:34][CH:33]=3)(=[O:31])=[O:30])[CH2:12][CH2:11]2)(=[O:9])=[O:8])=[CH:3][CH:2]=1.[BrH:40].C(O)(=O)C.